This data is from Reaction yield outcomes from USPTO patents with 853,638 reactions. The task is: Predict the reaction yield, written as a fraction of the theoretical maximum amount of product (1.0 means a 100% yield; for example, 0.34 means a 34% yield). (1) The reactants are N([O-])=O.[Na+].N[CH2:6][C:7]1[CH:8]=[CH:9][C:10]([C:13]2[N:17]([C:18]3[CH:19]=[N:20][C:21]([CH3:24])=[CH:22][CH:23]=3)[N:16]=[C:15]([C:25]([N:27]3[CH2:32][CH2:31][C:30]([F:34])([F:33])[CH2:29][CH2:28]3)=[O:26])[CH:14]=2)=[N:11][CH:12]=1.C(=O)([O-])[OH:36].[Na+]. The catalyst is O.C(O)(=O)C. The product is [OH:36][CH2:6][C:7]1[CH:8]=[CH:9][C:10]([C:13]2[N:17]([C:18]3[CH:19]=[N:20][C:21]([CH3:24])=[CH:22][CH:23]=3)[N:16]=[C:15]([C:25]([N:27]3[CH2:32][CH2:31][C:30]([F:34])([F:33])[CH2:29][CH2:28]3)=[O:26])[CH:14]=2)=[N:11][CH:12]=1. The yield is 0.210. (2) The reactants are Br[C:2]1[CH:17]=[CH:16][C:5]2[N:6]=[C:7]([O:9][CH:10]3[CH2:15][CH2:14][NH:13][CH2:12][CH2:11]3)[S:8][C:4]=2[CH:3]=1.CC1(C)C(C)(C)OB([C:26]2[CH2:31][CH2:30][N:29]([C:32]([O:34][C:35]([CH3:38])([CH3:37])[CH3:36])=[O:33])[CH2:28][CH:27]=2)O1.C(=O)([O-])[O-].[K+].[K+]. The catalyst is O1CCOCC1.O.C1C=CC([P]([Pd]([P](C2C=CC=CC=2)(C2C=CC=CC=2)C2C=CC=CC=2)([P](C2C=CC=CC=2)(C2C=CC=CC=2)C2C=CC=CC=2)[P](C2C=CC=CC=2)(C2C=CC=CC=2)C2C=CC=CC=2)(C2C=CC=CC=2)C2C=CC=CC=2)=CC=1. The product is [NH:13]1[CH2:14][CH2:15][CH:10]([O:9][C:7]2[S:8][C:4]3[CH:3]=[C:2]([C:26]4[CH2:31][CH2:30][N:29]([C:32]([O:34][C:35]([CH3:38])([CH3:37])[CH3:36])=[O:33])[CH2:28][CH:27]=4)[CH:17]=[CH:16][C:5]=3[N:6]=2)[CH2:11][CH2:12]1. The yield is 0.870. (3) The reactants are O1CCCC1.[NH2:6][C:7]1[C:12]([C:13]2[O:17][N:16]=[C:15]([CH2:18][C:19]3[CH:24]=[CH:23][C:22]([OH:25])=[CH:21][CH:20]=3)[CH:14]=2)=[CH:11][CH:10]=[C:9]([NH2:26])[N:8]=1.[OH-].[Na+].Cl[CH2:30][C:31]1[CH:36]=[CH:35][CH:34]=[C:33]([O:37][CH3:38])[N:32]=1. The catalyst is CN(C)C=O. The product is [CH3:38][O:37][C:33]1[N:32]=[C:31]([CH2:30][O:25][C:22]2[CH:23]=[CH:24][C:19]([CH2:18][C:15]3[CH:14]=[C:13]([C:12]4[C:7]([NH2:6])=[N:8][C:9]([NH2:26])=[CH:10][CH:11]=4)[O:17][N:16]=3)=[CH:20][CH:21]=2)[CH:36]=[CH:35][CH:34]=1. The yield is 0.610. (4) The reactants are Cl.[NH2:2][C:3]1[N:8]=[CH:7][N:6]=[C:5]2[N:9]([CH:13]([C:15]3[O:16][C:17](=[O:31])[C:18]4[C:23]([C:24]=3[C:25]3[CH2:26][CH2:27][NH:28][CH2:29][CH:30]=3)=[CH:22][CH:21]=[CH:20][CH:19]=4)[CH3:14])[N:10]=[C:11]([I:12])[C:4]=12.[CH3:32][N:33]([CH3:38])[CH2:34][C:35](O)=[O:36]. No catalyst specified. The product is [CH:17]([OH:31])=[O:16].[NH2:2][C:3]1[N:8]=[CH:7][N:6]=[C:5]2[N:9]([CH:13]([C:15]3[O:16][C:17](=[O:31])[C:18]4[C:23]([C:24]=3[C:25]3[CH2:26][CH2:27][N:28]([C:35](=[O:36])[CH2:34][N:33]([CH3:38])[CH3:32])[CH2:29][CH:30]=3)=[CH:22][CH:21]=[CH:20][CH:19]=4)[CH3:14])[N:10]=[C:11]([I:12])[C:4]=12. The yield is 0.542.